Dataset: Reaction yield outcomes from USPTO patents with 853,638 reactions. Task: Predict the reaction yield, written as a fraction of the theoretical maximum amount of product (1.0 means a 100% yield; for example, 0.34 means a 34% yield). (1) The reactants are [C:1]([O:5][C:6]([N:8]1[C@H:13]([C:14](O)=[O:15])[CH2:12][C@@H:11]2[C@H:9]1[CH2:10]2)=[O:7])([CH3:4])([CH3:3])[CH3:2]. The catalyst is C1COCC1. The product is [OH:15][CH2:14][C@@H:13]1[CH2:12][C@@H:11]2[C@@H:9]([CH2:10]2)[N:8]1[C:6]([O:5][C:1]([CH3:4])([CH3:3])[CH3:2])=[O:7]. The yield is 0.910. (2) The reactants are Br[C:2]1[CH:7]=[CH:6][C:5]([CH:8]2[S:14][C:13]([CH3:16])([CH3:15])[CH2:12][NH:11][C:10]3[N:17]([CH3:21])[N:18]=[C:19]([CH3:20])[C:9]2=3)=[C:4]([CH3:22])[CH:3]=1.N12CCCN=C1CCCCC2.[NH2:34][C:35]1[CH:36]=[N:37][CH:38]=[CH:39][CH:40]=1.C1C[O:44][CH2:43]C1. The catalyst is CC1C(P(C2C([CH2-])=CC=CC=2)C2C(C)=CC=CC=2)=CC=CC=1.CC1C(P(C2C([CH2-])=CC=CC=2)C2C(C)=CC=CC=2)=CC=CC=1.CC(O)=O.CC(O)=O.[Pd].[Pd].[C-]#[O+].[C-]#[O+].[C-]#[O+].[C-]#[O+].[C-]#[O+].[C-]#[O+].[Mo]. The product is [CH3:22][C:4]1[CH:3]=[C:2]([CH:7]=[CH:6][C:5]=1[CH:8]1[S:14][C:13]([CH3:16])([CH3:15])[CH2:12][NH:11][C:10]2[N:17]([CH3:21])[N:18]=[C:19]([CH3:20])[C:9]1=2)[C:43]([NH:34][C:35]1[CH:36]=[N:37][CH:38]=[CH:39][CH:40]=1)=[O:44]. The yield is 0.640. (3) The reactants are [F:1][C:2]1[CH:3]=[C:4]([CH:10]2[C:18]3[O:17][C:16](=O)[NH:15][C:14](=[O:20])[C:13]=3[CH2:12][CH2:11]2)[CH:5]=[C:6]([F:9])[C:7]=1[F:8].[OH-].[NH4+:22]. No catalyst specified. The product is [F:1][C:2]1[CH:3]=[C:4]([CH:10]2[C:18]3[NH:22][C:16](=[O:17])[NH:15][C:14](=[O:20])[C:13]=3[CH2:12][CH2:11]2)[CH:5]=[C:6]([F:9])[C:7]=1[F:8]. The yield is 1.06. (4) The reactants are [F:1][C:2]1[CH:3]=[C:4]([S:8]([C:11]2[CH:16]=[CH:15][C:14]([N:17]3[CH2:23][CH2:22][CH2:21][NH:20][CH2:19][CH2:18]3)=[CH:13][C:12]=2[N+:24]([O-:26])=[O:25])(=[O:10])=[O:9])[CH:5]=[CH:6][CH:7]=1.[OH-].[Na+].[C:29](O[C:29]([O:31][C:32]([CH3:35])([CH3:34])[CH3:33])=[O:30])([O:31][C:32]([CH3:35])([CH3:34])[CH3:33])=[O:30].Cl. The catalyst is C1COCC1.O.C(Cl)Cl. The product is [F:1][C:2]1[CH:3]=[C:4]([S:8]([C:11]2[CH:16]=[CH:15][C:14]([N:17]3[CH2:23][CH2:22][CH2:21][N:20]([C:29]([O:31][C:32]([CH3:35])([CH3:34])[CH3:33])=[O:30])[CH2:19][CH2:18]3)=[CH:13][C:12]=2[N+:24]([O-:26])=[O:25])(=[O:10])=[O:9])[CH:5]=[CH:6][CH:7]=1. The yield is 0.990. (5) The reactants are C([O:8][C:9](=[O:25])[C:10]1[C:15]([Cl:16])=[CH:14][CH:13]=[C:12]([NH:17][S:18]([CH2:21][CH2:22][CH3:23])(=[O:20])=[O:19])[C:11]=1[F:24])C1C=CC=CC=1.O.Cl. The catalyst is O1CCCC1.[OH-].[K+]. The product is [Cl:16][C:15]1[C:10]([C:9]([OH:25])=[O:8])=[C:11]([F:24])[C:12]([NH:17][S:18]([CH2:21][CH2:22][CH3:23])(=[O:19])=[O:20])=[CH:13][CH:14]=1. The yield is 0.858. (6) The reactants are [I:1][C:2]1[CH:3]=[C:4]([N:8]2[C:16]3[C:11](=[CH:12][C:13]([O:17][CH3:18])=[CH:14][CH:15]=3)[C:10]([C:19]([O:21]C)=O)=[N:9]2)[CH:5]=[CH:6][CH:7]=1.[NH3:23]. No catalyst specified. The product is [I:1][C:2]1[CH:3]=[C:4]([N:8]2[C:16]3[C:11](=[CH:12][C:13]([O:17][CH3:18])=[CH:14][CH:15]=3)[C:10]([C:19]([NH2:23])=[O:21])=[N:9]2)[CH:5]=[CH:6][CH:7]=1. The yield is 0.960. (7) The reactants are [H-].[Na+].[OH:3][CH:4]([C:15]1[CH:20]=[CH:19][CH:18]=[CH:17][CH:16]=1)[C:5]1[CH:6]=[C:7]([CH:12]=[CH:13][CH:14]=1)[C:8]([O:10][CH3:11])=[O:9].Br[CH2:22][C:23]#[N:24]. The catalyst is CC#N. The product is [C:23]([CH2:22][O:3][CH:4]([C:15]1[CH:20]=[CH:19][CH:18]=[CH:17][CH:16]=1)[C:5]1[CH:6]=[C:7]([CH:12]=[CH:13][CH:14]=1)[C:8]([O:10][CH3:11])=[O:9])#[N:24]. The yield is 0.300. (8) The reactants are S(Cl)([Cl:3])=O.[OH:5][C:6]1[CH:20]=[C:19]2[C:9]([NH:10][CH:11]=[C:12]2[CH2:13][C@@H:14]([C:16]([OH:18])=[O:17])[NH2:15])=[CH:8][CH:7]=1.[CH3:21]O. No catalyst specified. The product is [ClH:3].[CH3:21][O:17][C:16](=[O:18])[C@H:14]([CH2:13][C:12]1[C:19]2[C:9](=[CH:8][CH:7]=[C:6]([OH:5])[CH:20]=2)[NH:10][CH:11]=1)[NH2:15]. The yield is 0.740. (9) The reactants are [CH3:1][CH:2]1[O:6][C:5](=[O:7])[N:4]([CH2:8][C:9]2[CH:14]=[CH:13][CH:12]=[CH:11][C:10]=2[N+:15]([O-:17])=[O:16])[C:3]1=[O:18].[BH4-].[Li+].[Cl-].[NH4+]. The catalyst is O1CCCC1. The product is [OH:18][CH:3]1[CH:2]([CH3:1])[O:6][C:5](=[O:7])[N:4]1[CH2:8][C:9]1[CH:14]=[CH:13][CH:12]=[CH:11][C:10]=1[N+:15]([O-:17])=[O:16]. The yield is 0.860.